Dataset: Reaction yield outcomes from USPTO patents with 853,638 reactions. Task: Predict the reaction yield, written as a fraction of the theoretical maximum amount of product (1.0 means a 100% yield; for example, 0.34 means a 34% yield). (1) The reactants are Cl[C:2]1[N:11]=[C:10]([N:12]([C:14]2[CH:19]=[CH:18][C:17]([O:20][CH3:21])=[CH:16][CH:15]=2)[CH3:13])[C:9]2[C:4](=[CH:5][CH:6]=[CH:7][CH:8]=2)[N:3]=1.[CH3:22][NH:23][CH3:24].CO. No catalyst specified. The product is [CH3:22][N:23]([CH3:24])[C:2]1[N:11]=[C:10]([N:12]([C:14]2[CH:19]=[CH:18][C:17]([O:20][CH3:21])=[CH:16][CH:15]=2)[CH3:13])[C:9]2[C:4](=[CH:5][CH:6]=[CH:7][CH:8]=2)[N:3]=1. The yield is 0.830. (2) The reactants are [N+:1]([C:4]1[CH:5]=[C:6]([CH:10]=[CH:11][CH:12]=1)[C:7](Cl)=[O:8])([O-:3])=[O:2].[NH2:13][C:14]1[CH:15]=[N:16][CH:17]=[CH:18][C:19]=1[OH:20].C([O-])([O-])=O.[Na+].[Na+]. The catalyst is N1C=CC=CC=1. The product is [OH:20][C:19]1[CH:18]=[CH:17][N:16]=[CH:15][C:14]=1[NH:13][C:7](=[O:8])[C:6]1[CH:10]=[CH:11][CH:12]=[C:4]([N+:1]([O-:3])=[O:2])[CH:5]=1. The yield is 0.660. (3) The reactants are [F:1][C:2]1[CH:10]=[CH:9][C:8](Br)=[C:7]2[C:3]=1[CH:4]=[CH:5][NH:6]2.[C:12]([Cu])#[N:13].N. The catalyst is CN(C=O)C.CO. The product is [F:1][C:2]1[CH:10]=[CH:9][C:8]([C:12]#[N:13])=[C:7]2[C:3]=1[CH:4]=[CH:5][NH:6]2. The yield is 0.690.